From a dataset of Forward reaction prediction with 1.9M reactions from USPTO patents (1976-2016). Predict the product of the given reaction. (1) Given the reactants [S:1]1[C:5]2[CH:6]=[CH:7][CH:8]=[CH:9][C:4]=2[N:3]=[CH:2]1.[Li]CCCC.[CH:15](=[O:22])[C:16]1[CH:21]=[CH:20][CH:19]=[CH:18][CH:17]=1.CCO, predict the reaction product. The product is: [S:1]1[C:5]2[CH:6]=[CH:7][CH:8]=[CH:9][C:4]=2[N:3]=[C:2]1[CH:15]([C:16]1[CH:21]=[CH:20][CH:19]=[CH:18][CH:17]=1)[OH:22]. (2) Given the reactants [Br:1][C:2]1[CH:3]=[C:4]([C:8](O)=[O:9])[CH:5]=[N:6][CH:7]=1.CN1CCOCC1.ClC(OCC)=O.[BH4-].[Na+], predict the reaction product. The product is: [Br:1][C:2]1[CH:3]=[C:4]([CH2:8][OH:9])[CH:5]=[N:6][CH:7]=1. (3) Given the reactants [Cl:1][C:2]1[CH:3]=[C:4]([F:19])[CH:5]=[C:6]2[C:10]=1[NH:9][C:8](=[O:11])[C:7]2([CH2:14][CH2:15][CH2:16][CH2:17]Cl)[CH2:12][CH3:13].[Cl:20][C:21]1[CH:22]=[C:23]([N:27]2[CH2:32][CH2:31][NH:30][CH2:29][CH2:28]2)[CH:24]=[CH:25][CH:26]=1, predict the reaction product. The product is: [ClH:1].[Cl:1][C:2]1[CH:3]=[C:4]([F:19])[CH:5]=[C:6]2[C:10]=1[NH:9][C:8](=[O:11])[C:7]2([CH2:14][CH2:15][CH2:16][CH2:17][N:30]1[CH2:29][CH2:28][N:27]([C:23]2[CH:24]=[CH:25][CH:26]=[C:21]([Cl:20])[CH:22]=2)[CH2:32][CH2:31]1)[CH2:12][CH3:13]. (4) Given the reactants [CH3:1][C:2]1[C:7]([NH2:8])=[CH:6][CH:5]=[C:4]([N:9]2[CH2:13][CH2:12][C@@H:11]([N:14]3[CH2:18][CH2:17][CH2:16][C@@H:15]3[CH3:19])[CH2:10]2)[N:3]=1.[CH3:20][O:21][C:22]([C:24]1([CH2:30][CH:31]=O)[CH2:29][CH2:28][O:27][CH2:26][CH2:25]1)=[O:23].C(O)(=O)C.[BH-](OC(C)=O)(OC(C)=O)OC(C)=O.[Na+], predict the reaction product. The product is: [CH3:20][O:21][C:22]([C:24]1([CH2:30][CH2:31][NH:8][C:7]2[C:2]([CH3:1])=[N:3][C:4]([N:9]3[CH2:13][CH2:12][C@@H:11]([N:14]4[CH2:18][CH2:17][CH2:16][C@@H:15]4[CH3:19])[CH2:10]3)=[CH:5][CH:6]=2)[CH2:25][CH2:26][O:27][CH2:28][CH2:29]1)=[O:23]. (5) Given the reactants C([O:8][C:9]1[CH:14]=[C:13]([F:15])[CH:12]=[CH:11][C:10]=1[CH2:16][CH2:17][C@@H:18]([N:22]1[CH:26]=[C:25]([C:27]([NH2:29])=[O:28])[N:24]=[CH:23]1)[C@@H:19]([OH:21])[CH3:20])C1C=CC=CC=1, predict the reaction product. The product is: [OH:8][C:9]1[CH:14]=[C:13]([F:15])[CH:12]=[CH:11][C:10]=1[CH2:16][CH2:17][C@@H:18]([N:22]1[CH:26]=[C:25]([C:27]([NH2:29])=[O:28])[N:24]=[CH:23]1)[C@@H:19]([OH:21])[CH3:20]. (6) Given the reactants ClC(OC(Cl)C)=O.C([N:21]1[CH2:24][CH:23]([C:25]2([OH:38])[CH2:30][CH2:29][N:28]([C:31]([C:33]3[S:34][CH:35]=[CH:36][N:37]=3)=[O:32])[CH2:27][CH2:26]2)[CH2:22]1)(C1C=CC=CC=1)C1C=CC=CC=1, predict the reaction product. The product is: [NH:21]1[CH2:22][CH:23]([C:25]2([OH:38])[CH2:30][CH2:29][N:28]([C:31]([C:33]3[S:34][CH:35]=[CH:36][N:37]=3)=[O:32])[CH2:27][CH2:26]2)[CH2:24]1. (7) Given the reactants [F:1][C:2]([F:7])([F:6])[C:3]([OH:5])=[O:4].[C:8]([C:10]1[CH:11]=[C:12]([C:20]2[O:24][N:23]=[C:22]([C:25]3[CH:42]=[CH:41][C:28]4[CH2:29][CH2:30][N:31](C(OC(C)(C)C)=O)[CH2:32][CH2:33][C:27]=4[CH:26]=3)[N:21]=2)[CH:13]=[N:14][C:15]=1[O:16][CH:17]([CH3:19])[CH3:18])#[N:9].C1(C)C=CC=CC=1, predict the reaction product. The product is: [F:1][C:2]([F:7])([F:6])[C:3]([OH:5])=[O:4].[CH3:19][CH:17]([O:16][C:15]1[C:10]([C:8]#[N:9])=[CH:11][C:12]([C:20]2[O:24][N:23]=[C:22]([C:25]3[CH:42]=[CH:41][C:28]4[CH2:29][CH2:30][NH:31][CH2:32][CH2:33][C:27]=4[CH:26]=3)[N:21]=2)=[CH:13][N:14]=1)[CH3:18]. (8) Given the reactants [CH:1]1([NH:7][CH2:8][CH2:9][C:10]2[CH:11]=[C:12]([OH:16])[CH:13]=[CH:14][CH:15]=2)[CH2:6][CH2:5][CH2:4][CH2:3][CH2:2]1.[C:17](Cl)(=[O:20])[CH:18]=[CH2:19], predict the reaction product. The product is: [CH:1]1([N:7]([CH2:8][CH2:9][C:10]2[CH:15]=[CH:14][CH:13]=[C:12]([OH:16])[CH:11]=2)[C:17](=[O:20])[CH:18]=[CH2:19])[CH2:2][CH2:3][CH2:4][CH2:5][CH2:6]1.